Dataset: Catalyst prediction with 721,799 reactions and 888 catalyst types from USPTO. Task: Predict which catalyst facilitates the given reaction. (1) Reactant: [Cl:1][C:2]1[C:3]2[NH:10][CH:9]=[C:8]([C@H:11]3[C@H:15]([OH:16])[C@H:14]([OH:17])[C@@H:13]([CH2:18][OH:19])[N:12]3[C:20]([O:22][C:23]([CH3:26])([CH3:25])[CH3:24])=[O:21])[C:4]=2[N:5]=[CH:6][N:7]=1.O.[C:28]1(C)[CH:33]=CC(S(O)(=O)=O)=C[CH:29]=1.CCN(CC)CC. Product: [Cl:1][C:2]1[C:3]2[NH:10][CH:9]=[C:8]([C@@H:11]3[N:12]([C:20]([O:22][C:23]([CH3:26])([CH3:25])[CH3:24])=[O:21])[C@H:13]([CH2:18][OH:19])[C@H:14]4[O:17][C:28]([CH3:33])([CH3:29])[O:16][C@@H:15]34)[C:4]=2[N:5]=[CH:6][N:7]=1. The catalyst class is: 21. (2) Reactant: [CH2:1]([OH:77])[C@H:2]1[O:7][C@@H:6]2[O:8][C@H:9]3[C@H:14]([OH:15])[C@@H:13]([OH:16])[C@@H:12]([O:17][C@H:18]4[C@H:23]([OH:24])[C@@H:22]([OH:25])[C@@H:21]([O:26][C@H:27]5[C@H:32]([OH:33])[C@@H:31]([OH:34])[C@@H:30]([O:35][C@H:36]6[C@H:41]([OH:42])[C@@H:40]([OH:43])[C@@H:39]([O:44][C@H:45]7[C@H:50]([OH:51])[C@@H:49]([OH:52])[C@@H:48]([O:53][C@H:54]8[C@H:60]([OH:61])[C@@H:59]([OH:62])[C@@H:57]([O:58][C@H:3]1[C@H:4]([OH:76])[C@H:5]2[OH:75])[O:56][C@@H:55]8[CH2:63][OH:64])[O:47][C@@H:46]7[CH2:65][OH:66])[O:38][C@@H:37]6[CH2:67][OH:68])[O:29][C@@H:28]5[CH2:69][OH:70])[O:20][C@@H:19]4[CH2:71][OH:72])[O:11][C@@H:10]3[CH2:73][OH:74].[CH2:78]([CH:80]1O[CH2:81]1)Cl.[OH-].[Na+].CC(C)=O. Product: [CH2:67]([OH:68])[C@H:37]1[O:38][C@@H:39]2[O:44][C@H:45]3[C@H:50]([OH:51])[C@@H:49]([OH:52])[C@@H:48]([O:53][C@H:54]4[C@H:60]([OH:61])[C@@H:59]([OH:62])[C@@H:57]([O:58][C@H:3]5[C@H:4]([OH:76])[C@@H:5]([OH:75])[C@@H:6]([O:8][C@H:9]6[C@H:14]([OH:15])[C@@H:13]([OH:16])[C@@H:12]([O:17][C@H:18]7[C@H:23]([OH:24])[C@@H:22]([OH:25])[C@@H:21]([O:26][C@H:27]8[C@H:32]([OH:33])[C@@H:31]([OH:34])[C@@H:30]([O:35][C@H:36]1[C@H:41]([OH:42])[C@H:40]2[OH:43])[O:29][C@@H:28]8[CH2:69][OH:70])[O:20][C@@H:19]7[CH2:71][OH:72])[O:11][C@@H:10]6[CH2:73][OH:74])[O:7][C@@H:2]5[CH2:1][OH:77])[O:56][C@@H:55]4[CH2:63][OH:64])[O:47][C@@H:46]3[CH2:65][OH:66].[CH2:78]=[CH:80][C:81]1[CH:5]=[CH:4][CH:3]=[CH:2][CH:1]=1.[C:6]([OH:8])(=[O:7])[CH:5]=[CH2:4]. The catalyst class is: 6. (3) Reactant: C[O:2][C:3]1[CH:27]=[CH:26][C:6]2[CH2:7][C@@H:8]([CH2:21][C:22]([O:24][CH3:25])=[O:23])[C:9](=[O:20])[N:10]([CH2:12][CH2:13][C:14]3[CH:19]=[CH:18][CH:17]=[CH:16][CH:15]=3)[CH2:11][C:5]=2[CH:4]=1.B(Br)(Br)Br. Product: [OH:2][C:3]1[CH:27]=[CH:26][C:6]2[CH2:7][C@@H:8]([CH2:21][C:22]([O:24][CH3:25])=[O:23])[C:9](=[O:20])[N:10]([CH2:12][CH2:13][C:14]3[CH:19]=[CH:18][CH:17]=[CH:16][CH:15]=3)[CH2:11][C:5]=2[CH:4]=1. The catalyst class is: 2. (4) Reactant: [NH2:1][C:2]1[CH:16]=[CH:15][CH:14]=[CH:13][C:3]=1[C:4]([NH:6][C:7]1[CH:12]=[CH:11][CH:10]=[CH:9][CH:8]=1)=[O:5].[Br:17][C:18]1[CH:19]=[C:20]([CH:23]=[CH:24][CH:25]=1)[CH:21]=O. Product: [Br:17][C:18]1[CH:19]=[C:20]([CH:23]=[CH:24][CH:25]=1)[CH:21]=[N:1][C:2]1[CH:16]=[CH:15][CH:14]=[CH:13][C:3]=1[C:4]([NH:6][C:7]1[CH:12]=[CH:11][CH:10]=[CH:9][CH:8]=1)=[O:5]. The catalyst class is: 5. (5) The catalyst class is: 12. Reactant: ClC1C(=O)C(C#N)=C(C#N)C(=O)C=1Cl.[CH2:15]([O:17][C:18](=[O:42])[CH:19]([C:26]1[N:27]([C:35]2[CH:40]=[CH:39][C:38]([Cl:41])=[CH:37][CH:36]=2)[N:28]=[C:29]2[C:34]=1[CH2:33][CH2:32][CH2:31][CH2:30]2)[CH:20]1[CH2:25][CH2:24][CH2:23][CH2:22][CH2:21]1)[CH3:16]. Product: [CH2:15]([O:17][C:18](=[O:42])[CH:19]([C:26]1[N:27]([C:35]2[CH:36]=[CH:37][C:38]([Cl:41])=[CH:39][CH:40]=2)[N:28]=[C:29]2[C:34]=1[CH:33]=[CH:32][CH:31]=[CH:30]2)[CH:20]1[CH2:25][CH2:24][CH2:23][CH2:22][CH2:21]1)[CH3:16].